Dataset: Reaction yield outcomes from USPTO patents with 853,638 reactions. Task: Predict the reaction yield, written as a fraction of the theoretical maximum amount of product (1.0 means a 100% yield; for example, 0.34 means a 34% yield). (1) The reactants are Cl[C:2]1[N:7]=[C:6]([NH2:8])[C:5]([CH3:9])=[CH:4][N:3]=1.[N:10]1([CH2:16][C:17]2[CH:22]=[CH:21][C:20]([NH2:23])=[CH:19][CH:18]=2)[CH2:15][CH2:14][O:13][CH2:12][CH2:11]1. The catalyst is C(O)(=O)C. The product is [CH3:9][C:5]1[C:6]([NH2:8])=[N:7][C:2]([NH:23][C:20]2[CH:19]=[CH:18][C:17]([CH2:16][N:10]3[CH2:11][CH2:12][O:13][CH2:14][CH2:15]3)=[CH:22][CH:21]=2)=[N:3][CH:4]=1. The yield is 0.830. (2) The reactants are [CH3:1][N:2]1[C:10]2[C:9]([O:11][C:12]3[CH:18]=[CH:17][C:15]([NH2:16])=[CH:14][CH:13]=3)=[N:8][CH:7]=[N:6][C:5]=2[CH:4]=[CH:3]1.[CH3:19][N:20](C)[CH:21]=[O:22].O1CCCC1.CN. The catalyst is O. The product is [CH3:19][NH:20][C:21]([NH:16][C:15]1[CH:17]=[CH:18][C:12]([O:11][C:9]2[C:10]3[N:2]([CH3:1])[CH:3]=[CH:4][C:5]=3[N:6]=[CH:7][N:8]=2)=[CH:13][CH:14]=1)=[O:22]. The yield is 0.260.